From a dataset of Forward reaction prediction with 1.9M reactions from USPTO patents (1976-2016). Predict the product of the given reaction. (1) Given the reactants [O:1]=[C:2]1[NH:6][CH2:5][C@H:4]([C:7]([O:9][CH2:10][C:11]2[CH:16]=[CH:15][CH:14]=[CH:13][CH:12]=2)=[O:8])[N:3]1[C:17]([O:19][C:20]([CH3:23])([CH3:22])[CH3:21])=[O:18].[H-].[Na+].[CH3:26]I.[NH4+].[Cl-], predict the reaction product. The product is: [CH3:26][N:6]1[CH2:5][C@H:4]([C:7]([O:9][CH2:10][C:11]2[CH:16]=[CH:15][CH:14]=[CH:13][CH:12]=2)=[O:8])[N:3]([C:17]([O:19][C:20]([CH3:23])([CH3:22])[CH3:21])=[O:18])[C:2]1=[O:1]. (2) The product is: [Cl:16][C:17]1[C:25]([F:26])=[C:24]([CH:23]=[CH:19][C:18]=1[F:27])[C:9]([O:11][C:12]([CH3:13])([CH3:14])[CH3:15])=[O:10]. Given the reactants [C:12]([O:11][C:9](O[C:9]([O:11][C:12]([CH3:15])([CH3:14])[CH3:13])=[O:10])=[O:10])([CH3:15])([CH3:14])[CH3:13].[Cl:16][C:17]1[C:18]([F:27])=[C:19]([CH:23]=[CH:24][C:25]=1[F:26])C(O)=O.C(N(CC)CC)C, predict the reaction product. (3) Given the reactants [NH2:1][C:2]12[CH2:9][CH2:8][C:5]([CH2:10][CH2:11][C:12]3[C:13]([F:31])=[CH:14][N:15]=[C:16]4[C:21]=3[N:20]=[C:19]([O:22][CH2:23][CH2:24][CH2:25][CH2:26][C:27]([O:29][CH3:30])=[O:28])[CH:18]=[CH:17]4)([CH2:6][CH2:7]1)[O:4][CH2:3]2.[O:32]=[C:33]1[CH2:38][O:37][C:36]2[CH:39]=[CH:40][C:41]([CH:43]=O)=[N:42][C:35]=2[NH:34]1, predict the reaction product. The product is: [F:31][C:13]1[C:12]([CH2:11][CH2:10][C:5]23[CH2:8][CH2:9][C:2]([NH:1][CH2:43][C:41]4[CH:40]=[CH:39][C:36]5[O:37][CH2:38][C:33](=[O:32])[NH:34][C:35]=5[N:42]=4)([CH2:7][CH2:6]2)[CH2:3][O:4]3)=[C:21]2[C:16]([CH:17]=[CH:18][C:19]([O:22][CH2:23][CH2:24][CH2:25][CH2:26][C:27]([O:29][CH3:30])=[O:28])=[N:20]2)=[N:15][CH:14]=1. (4) Given the reactants [CH3:1][CH:2]([OH:6])[C:3]([OH:5])=[O:4].[CH2:7]([OH:11])[C:8]([OH:10])=[O:9].[CH3:12][C@H:13]1[C@@:52]2([OH:54])[O:53][C@H:16]([CH2:17][C@H:18]([O:75][CH3:76])[C:19]([CH3:74])=[CH:20][CH:21]=[CH:22][CH:23]=[CH:24][C@@H:25]([CH3:73])[CH2:26][C@@H:27]([CH3:72])[C:28]([C@H:30]([O:70][CH3:71])[C@H:31]([OH:69])[C:32]([CH3:68])=[CH:33][C@@H:34]([CH3:67])[C:35]([CH2:37][C@@H:38]([C@@H:55]([CH2:57][C@H:58]3[CH2:63][C@@H:62]([O:64][CH3:65])[C@H:61]([OH:66])[CH2:60][CH2:59]3)[CH3:56])[O:39][C:40]([C@H:42]3[N:47]([C:48]([C:50]2=[O:51])=[O:49])[CH2:46][CH2:45][CH2:44][CH2:43]3)=[O:41])=[O:36])=[O:29])[CH2:15][CH2:14]1, predict the reaction product. The product is: [CH3:12][C@H:13]1[C@@:52]2([OH:54])[O:53][C@H:16]([CH2:17][C@H:18]([O:75][CH3:76])[C:19]([CH3:74])=[CH:20][CH:21]=[CH:22][CH:23]=[CH:24][C@@H:25]([CH3:73])[CH2:26][C@@H:27]([CH3:72])[C:28]([C@H:30]([O:70][CH3:71])[C@H:31]([OH:69])[C:32]([CH3:68])=[CH:33][C@@H:34]([CH3:67])[C:35]([CH2:37][C@@H:38]([C@@H:55]([CH2:57][C@H:58]3[CH2:63][C@@H:62]([O:64][CH3:65])[C@H:61]([OH:66])[CH2:60][CH2:59]3)[CH3:56])[O:39][C:40]([C@H:42]3[N:47]([C:48]([C:50]2=[O:51])=[O:49])[CH2:46][CH2:45][CH2:44][CH2:43]3)=[O:41])=[O:36])=[O:29])[CH2:15][CH2:14]1.[CH3:1][CH:2]([OH:6])[C:3]([OH:5])=[O:4].[CH2:7]([OH:11])[C:8]([OH:10])=[O:9]. (5) Given the reactants [CH3:1][O:2][C:3](=[O:19])[CH:4]([NH:11][C:12]([O:14][C:15]([CH3:18])([CH3:17])[CH3:16])=[O:13])P(OC)(OC)=O.CN(C)C(=N)N(C)C.[N+:28]([C:31]1[C:36]([CH:37]=O)=[CH:35][N+:34]([O-:39])=[CH:33][CH:32]=1)([O-:30])=[O:29].O, predict the reaction product. The product is: [C:15]([O:14][C:12]([NH:11][C:4]([C:3]([O:2][CH3:1])=[O:19])=[CH:37][C:36]1[CH:35]=[N+:34]([O-:39])[CH:33]=[CH:32][C:31]=1[N+:28]([O-:30])=[O:29])=[O:13])([CH3:16])([CH3:17])[CH3:18]. (6) Given the reactants [CH2:1](Br)[C:2]1[CH:7]=[CH:6][CH:5]=[CH:4][CH:3]=1.[Br:9][C:10]1[CH:11]=[C:12]2[C:17](=[CH:18][CH:19]=1)[N:16]=[CH:15][NH:14][C:13]2=[O:20].[H-].[Na+], predict the reaction product. The product is: [CH2:1]([N:14]1[C:13](=[O:20])[C:12]2[C:17](=[CH:18][CH:19]=[C:10]([Br:9])[CH:11]=2)[N:16]=[CH:15]1)[C:2]1[CH:7]=[CH:6][CH:5]=[CH:4][CH:3]=1. (7) Given the reactants Br([O-])(=O)=O.[Na+].[CH3:6][C:7]1[CH:14]=[CH:13][C:10]([CH2:11][OH:12])=[CH:9][CH:8]=1.CC[O:17]CC, predict the reaction product. The product is: [CH3:6][C:7]1[CH:14]=[CH:13][C:10]([C:11]([OH:17])=[O:12])=[CH:9][CH:8]=1.